This data is from Reaction yield outcomes from USPTO patents with 853,638 reactions. The task is: Predict the reaction yield, written as a fraction of the theoretical maximum amount of product (1.0 means a 100% yield; for example, 0.34 means a 34% yield). (1) The reactants are C([N:3]([CH2:15][CH3:16])[C:4](=[O:14])[C:5]1[CH:10]=[CH:9][C:8]([O:11][CH3:12])=[CH:7][C:6]=1[CH3:13])C.[Li]CCCC.[C:22]([C:26]1[CH:33]=[CH:32]C(C#N)=[CH:28][CH:27]=1)([CH3:25])([CH3:24])[CH3:23]. The catalyst is C1COCC1. The product is [C:22]([C:26]1[CH:33]=[CH:32][C:16]([C:15]2[NH:3][C:4](=[O:14])[C:5]3[C:6]([CH:13]=2)=[CH:7][C:8]([O:11][CH3:12])=[CH:9][CH:10]=3)=[CH:28][CH:27]=1)([CH3:25])([CH3:24])[CH3:23]. The yield is 0.467. (2) The reactants are [CH3:1][O:2][C:3](=[O:21])[CH:4]([S:12]([C:15]1[CH:20]=[CH:19][CH:18]=[CH:17][CH:16]=1)(=[O:14])=[O:13])[CH:5]1[CH2:10][CH2:9][CH2:8][C:7](=[O:11])[CH2:6]1.[H-].[Na+].[CH3:24]I.O. The catalyst is CN(C=O)C. The product is [CH3:1][O:2][C:3](=[O:21])[C:4]([S:12]([C:15]1[CH:16]=[CH:17][CH:18]=[CH:19][CH:20]=1)(=[O:13])=[O:14])([CH:5]1[CH2:10][CH2:9][CH2:8][C:7](=[O:11])[CH2:6]1)[CH3:24]. The yield is 0.380. (3) The reactants are C(OC([N:8]1[C:12]2[CH:13]=[CH:14][CH:15]=[CH:16][C:11]=2[N:10]=[C:9]1[CH2:17][N:18]([CH2:29][CH2:30][NH:31]C(OC(C)(C)C)=O)[CH:19]1[C:28]2[N:27]=[CH:26][CH:25]=[CH:24][C:23]=2[CH2:22][CH2:21][CH2:20]1)=O)(C)(C)C.FC(F)(F)C(O)=O.[OH-].[Na+]. The catalyst is ClCCl. The product is [NH:8]1[C:12]2[CH:13]=[CH:14][CH:15]=[CH:16][C:11]=2[N:10]=[C:9]1[CH2:17][N:18]([CH:19]1[C:28]2[N:27]=[CH:26][CH:25]=[CH:24][C:23]=2[CH2:22][CH2:21][CH2:20]1)[CH2:29][CH2:30][NH2:31]. The yield is 0.970.